This data is from CYP3A4 inhibition data for predicting drug metabolism from PubChem BioAssay. The task is: Regression/Classification. Given a drug SMILES string, predict its absorption, distribution, metabolism, or excretion properties. Task type varies by dataset: regression for continuous measurements (e.g., permeability, clearance, half-life) or binary classification for categorical outcomes (e.g., BBB penetration, CYP inhibition). Dataset: cyp3a4_veith. (1) The compound is Cc1ccc(-c2cc(N)n3nc(-c4ccc(C)cc4)cc3n2)cc1. The result is 0 (non-inhibitor). (2) The compound is COc1cc(NC(=O)COC(=O)c2nc3nc(C)cc(C)n3n2)cc(OC)c1. The result is 0 (non-inhibitor). (3) The molecule is COc1cccc(Cn2c(=O)c(-c3ccc(Cl)cc3)nc3cncnc32)c1. The result is 1 (inhibitor). (4) The drug is Cc1ccc(C(=O)COC(=O)c2ccccc2N2C(=O)C3C4CCC(C4)C3C2=O)cc1C. The result is 1 (inhibitor).